The task is: Predict the reactants needed to synthesize the given product.. This data is from Full USPTO retrosynthesis dataset with 1.9M reactions from patents (1976-2016). (1) Given the product [C:1]([C:3]1[C:4]2[S:25][C:24]([C:34]#[C:33][C:27]3[CH:32]=[CH:31][CH:30]=[CH:29][CH:28]=3)=[CH:23][C:5]=2[C:6]([NH:9][C@H:10]2[CH2:15][CH2:14][CH2:13][N:12]([C:16]([O:18][C:19]([CH3:22])([CH3:21])[CH3:20])=[O:17])[CH2:11]2)=[N:7][CH:8]=1)#[N:2], predict the reactants needed to synthesize it. The reactants are: [C:1]([C:3]1[C:4]2[S:25][C:24](I)=[CH:23][C:5]=2[C:6]([NH:9][C@H:10]2[CH2:15][CH2:14][CH2:13][N:12]([C:16]([O:18][C:19]([CH3:22])([CH3:21])[CH3:20])=[O:17])[CH2:11]2)=[N:7][CH:8]=1)#[N:2].[C:27]1([C:33]#[CH:34])[CH:32]=[CH:31][CH:30]=[CH:29][CH:28]=1.O. (2) The reactants are: [OH:1][C:2]([C:5]1[N:6]=[C:7]([C@H:11]2[CH2:16][N:15]([C:17]([C:19]3[CH:24]=[CH:23][CH:22]=[CH:21][C:20]=3[C:25]3N=CC=CN=3)=[O:18])[C@H:14]([CH3:31])[CH2:13][CH2:12]2)[O:8][C:9]=1[CH3:10])([CH3:4])[CH3:3].[CH3:32][O:33][CH2:34]CC1C=CC=CC=1C(O)=O.C(OC1C=CC=CC=1C(O)=O)C. Given the product [OH:1][C:2]([C:5]1[N:6]=[C:7]([C@H:11]2[CH2:16][N:15]([C:17]([C:19]3[CH:24]=[CH:23][CH:22]=[CH:21][C:20]=3[CH2:25][CH2:32][O:33][CH3:34])=[O:18])[C@H:14]([CH3:31])[CH2:13][CH2:12]2)[O:8][C:9]=1[CH3:10])([CH3:3])[CH3:4], predict the reactants needed to synthesize it. (3) Given the product [NH:12]([C:40]([O:42][CH2:43][CH:44]1[C:56]2[C:51](=[CH:52][CH:53]=[CH:54][CH:55]=2)[C:50]2[C:45]1=[CH:46][CH:47]=[CH:48][CH:49]=2)=[O:41])[C@H:13]([C:37]([NH:1][C@H:2]([C:9]([NH2:11])=[O:10])[CH2:3][O:4][C:5]([CH3:8])([CH3:6])[CH3:7])=[O:38])[CH2:14][C:15](=[O:36])[NH:16][C:17]([C:18]1[CH:23]=[CH:22][CH:21]=[CH:20][CH:19]=1)([C:30]1[CH:35]=[CH:34][CH:33]=[CH:32][CH:31]=1)[C:24]1[CH:25]=[CH:26][CH:27]=[CH:28][CH:29]=1, predict the reactants needed to synthesize it. The reactants are: [NH2:1][C@H:2]([C:9]([NH2:11])=[O:10])[CH2:3][O:4][C:5]([CH3:8])([CH3:7])[CH3:6].[NH:12]([C:40]([O:42][CH2:43][CH:44]1[C:56]2[C:51](=[CH:52][CH:53]=[CH:54][CH:55]=2)[C:50]2[C:45]1=[CH:46][CH:47]=[CH:48][CH:49]=2)=[O:41])[C@H:13]([C:37](O)=[O:38])[CH2:14][C:15](=[O:36])[NH:16][C:17]([C:30]1[CH:35]=[CH:34][CH:33]=[CH:32][CH:31]=1)([C:24]1[CH:29]=[CH:28][CH:27]=[CH:26][CH:25]=1)[C:18]1[CH:23]=[CH:22][CH:21]=[CH:20][CH:19]=1.C1CN([P+](ON2N=NC3C=CC=CC2=3)(N2CCCC2)N2CCCC2)CC1.F[P-](F)(F)(F)(F)F. (4) Given the product [Cl:25][C:23]1[CH:24]=[C:19]([NH:18][C:11](=[O:13])[CH2:10][N:8]2[CH:9]=[C:5]([C:3]([O:2][CH3:1])=[O:4])[CH:6]=[N:7]2)[C:20]([C:38]([O:40][CH3:41])=[O:39])=[CH:21][C:22]=1[C:26]1[CH:27]=[CH:28][C:29]([N:32]2[CH2:37][CH2:36][CH2:35][CH2:34][CH2:33]2)=[CH:30][CH:31]=1, predict the reactants needed to synthesize it. The reactants are: [CH3:1][O:2][C:3]([C:5]1[CH:6]=[N:7][N:8]([CH2:10][C:11]([OH:13])=O)[CH:9]=1)=[O:4].S(Cl)(Cl)=O.[NH2:18][C:19]1[CH:24]=[C:23]([Cl:25])[C:22]([C:26]2[CH:31]=[CH:30][C:29]([N:32]3[CH2:37][CH2:36][CH2:35][CH2:34][CH2:33]3)=[CH:28][CH:27]=2)=[CH:21][C:20]=1[C:38]([O:40][CH3:41])=[O:39]. (5) Given the product [NH2:1][C:2]1[C:7]2=[C:8]([C:19]3[CH:24]=[CH:23][C:22]([NH:25][C:34]4[NH:33][C:37]5[CH:43]=[CH:38][CH:39]=[CH:40][C:36]=5[N:35]=4)=[CH:21][CH:20]=3)[C:9]([C:11]([NH:13][CH2:14][C:15]([F:18])([F:17])[F:16])=[O:12])=[CH:10][N:6]2[N:5]=[CH:4][N:3]=1, predict the reactants needed to synthesize it. The reactants are: [NH2:1][C:2]1[C:7]2=[C:8]([C:19]3[CH:24]=[CH:23][C:22]([NH2:25])=[CH:21][CH:20]=3)[C:9]([C:11]([NH:13][CH2:14][C:15]([F:18])([F:17])[F:16])=[O:12])=[CH:10][N:6]2[N:5]=[CH:4][N:3]=1.C([N:33]1[CH:37]=[CH:36][N:35]=[CH:34]1)([N:33]1[CH:37]=[CH:36][N:35]=[CH:34]1)=S.[C:38]1(N)[CH:43]=CC=[CH:40][C:39]=1N.C(N=C=NC(C)C)(C)C. (6) The reactants are: Cl[C:2]1[C:3]2[C:4](=[CH:13][N:14](CC3C=CC(OC)=CC=3)[N:15]=2)[N:5]=[C:6]([C:8]2[S:9][CH:10]=[CH:11][CH:12]=2)[N:7]=1.[CH3:25][N:26]1[CH2:31][CH2:30][CH:29]([C:32]2[CH:38]=[CH:37][C:35]([NH2:36])=[CH:34][CH:33]=2)[CH2:28][CH2:27]1.Cl. Given the product [CH3:25][N:26]1[CH2:31][CH2:30][CH:29]([C:32]2[CH:33]=[CH:34][C:35]([NH:36][C:2]3[C:3]4[NH:15][N:14]=[CH:13][C:4]=4[N:5]=[C:6]([C:8]4[S:9][CH:10]=[CH:11][CH:12]=4)[N:7]=3)=[CH:37][CH:38]=2)[CH2:28][CH2:27]1, predict the reactants needed to synthesize it. (7) Given the product [CH3:1][O:2][C:3]1[C:12]([NH:13][C:14]([N:30]2[CH2:29][CH2:28][N:27]([C:24]3[CH:23]=[CH:22][C:21]([Cl:20])=[CH:26][CH:25]=3)[CH2:32][CH2:31]2)=[O:18])=[N:11][C:10]2[C:5](=[CH:6][CH:7]=[C:8]([CH3:19])[CH:9]=2)[N:4]=1, predict the reactants needed to synthesize it. The reactants are: [CH3:1][O:2][C:3]1[C:12]([NH:13][C:14](=[O:18])OCC)=[N:11][C:10]2[C:5](=[CH:6][CH:7]=[C:8]([CH3:19])[CH:9]=2)[N:4]=1.[Cl:20][C:21]1[CH:26]=[CH:25][C:24]([N:27]2[CH2:32][CH2:31][NH:30][CH2:29][CH2:28]2)=[CH:23][CH:22]=1.